From a dataset of Full USPTO retrosynthesis dataset with 1.9M reactions from patents (1976-2016). Predict the reactants needed to synthesize the given product. (1) Given the product [F:1][C:2]1[C:3]([F:45])=[CH:4][C:5]2[C:10]3[C:11]4[C:42](=[O:43])[NH:41][C:40](=[O:44])[C:12]=4[C:13]4[C:14]5[C:19]([N:20]([C@@H:22]6[O:35][C@@H:34]7[CH2:36][O:37][C@@H:32]([CH2:33]7)[C@H:23]6[OH:24])[C:21]=4[C:9]=3[NH:8][C:6]=2[CH:7]=1)=[CH:18][C:17]([F:38])=[C:16]([F:39])[CH:15]=5, predict the reactants needed to synthesize it. The reactants are: [F:1][C:2]1[C:3]([F:45])=[CH:4][C:5]2[C:10]3[C:11]4[C:42](=[O:43])[NH:41][C:40](=[O:44])[C:12]=4[C:13]4[C:14]5[C:19]([N:20]([C@@H:22]6[O:35][C@@H:34]7[CH2:36][O:37][C@@H:32]([CH2:33]7)[C@H:23]6[O:24]CC6C=CC=CC=6)[C:21]=4[C:9]=3[NH:8][C:6]=2[CH:7]=1)=[CH:18][C:17]([F:38])=[C:16]([F:39])[CH:15]=5. (2) Given the product [CH3:31][C:30]([CH3:33])([CH3:32])[CH2:29][N:27]1[C:28]([CH:13]([NH:9][CH2:8][CH2:7][CH2:6][N:1]2[CH:5]=[CH:4][N:3]=[CH:2]2)[C:12]2[CH:15]=[C:16]([CH3:19])[CH:17]=[CH:18][C:11]=2[OH:10])=[N:26][N:25]=[N:24]1, predict the reactants needed to synthesize it. The reactants are: [N:1]1([CH2:6][CH2:7][CH2:8][NH2:9])[CH:5]=[CH:4][N:3]=[CH:2]1.[OH:10][C:11]1[CH:18]=[CH:17][C:16]([CH3:19])=[CH:15][C:12]=1[CH:13]=O.C[Si]([N:24]=[N+:25]=[N-:26])(C)C.[N+:27]([CH2:29][C:30]([CH3:33])([CH3:32])[CH3:31])#[C-:28]. (3) The reactants are: [Na+].[I-:2].CN[C@@H]1CCCC[C@H]1NC.[Cl:13][C:14]1[CH:19]=[CH:18][C:17]([CH3:20])=[CH:16][CH:15]=1.C(O)CCCC.CCCCC[CH2:32][CH2:33][CH2:34][CH2:35][CH2:36][CH2:37][CH3:38]. Given the product [Cl:13][C:14]1[CH:19]=[CH:18][C:17]([CH3:20])=[CH:16][CH:15]=1.[I:2][C:36]1[CH:35]=[CH:34][C:33]([CH3:32])=[CH:38][CH:37]=1, predict the reactants needed to synthesize it.